Dataset: Reaction yield outcomes from USPTO patents with 853,638 reactions. Task: Predict the reaction yield, written as a fraction of the theoretical maximum amount of product (1.0 means a 100% yield; for example, 0.34 means a 34% yield). (1) The reactants are [CH3:1][C:2]1([CH3:21])[CH2:7][CH:6]([NH:8][C:9]2[C:14]([C:15]([NH2:17])=[O:16])=[CH:13][N:12]=[C:11](Cl)[N:10]=2)[CH2:5][C:4]([CH3:20])([CH3:19])[NH:3]1.[CH:22]1([C:25]2[C:30]([N:31]3[CH:35]=[N:34][N:33]=[N:32]3)=[CH:29][C:28]([NH2:36])=[C:27]([F:37])[CH:26]=2)[CH2:24][CH2:23]1. The catalyst is CC(O)C. The product is [CH3:1][C:2]1([CH3:21])[CH2:7][CH:6]([NH:8][C:9]2[C:14]([C:15]([NH2:17])=[O:16])=[CH:13][N:12]=[C:11]([NH:36][C:28]3[CH:29]=[C:30]([N:31]4[CH:35]=[N:34][N:33]=[N:32]4)[C:25]([CH:22]4[CH2:23][CH2:24]4)=[CH:26][C:27]=3[F:37])[N:10]=2)[CH2:5][C:4]([CH3:20])([CH3:19])[NH:3]1. The yield is 0.500. (2) The reactants are C([O:3][C:4](=[O:10])[CH:5](Cl)[C:6]([CH3:8])=O)C.[CH:11]([NH2:13])=[O:12]. The catalyst is CN(C=O)C.COC(C)(C)C. The product is [CH3:8][C:6]1[N:13]=[CH:11][O:12][C:5]=1[C:4]([OH:3])=[O:10]. The yield is 0.355. (3) The catalyst is C1COCC1.O.C(OCC)(=O)C. The reactants are [CH3:1][CH2:2][O:3][C:4]([CH:6]1[C:11](=[O:12])[CH2:10][CH2:9][NH:8][CH2:7]1)=[O:5].Cl.C(N(CC)CC)C.[CH2:21]([O:28][C:29](ON1C(=O)CCC1=O)=[O:30])[C:22]1[CH:27]=[CH:26][CH:25]=[CH:24][CH:23]=1. The product is [CH2:2]([O:3][C:4]([C:6]1[CH2:7][N:8]([C:29]([O:28][CH2:21][C:22]2[CH:27]=[CH:26][CH:25]=[CH:24][CH:23]=2)=[O:30])[CH2:9][CH2:10][C:11]=1[OH:12])=[O:5])[CH3:1]. The yield is 0.940. (4) The reactants are Cl.[CH3:2][O:3][C:4](=[O:11])[CH2:5][C@H:6]([NH2:10])[C:7]([OH:9])=[O:8].[CH2:12](N(CC)CC)C.[C:19]([O-:24])(=[O:23])[C:20](C)=[CH2:21].[CH3:25][C:26]([O:29][C:30](O[C:30]([O:29][C:26]([CH3:28])([CH3:27])[CH3:25])=[O:31])=[O:31])([CH3:28])[CH3:27]. The catalyst is O.C(O)(C)(C)C. The product is [CH3:2][O:3][C:4](=[O:11])[CH2:5][C@H:6]([N:10]([C:30]([O:29][C:26]([CH3:28])([CH3:27])[CH3:25])=[O:31])[CH2:21][CH2:20][C:19]([O:24][CH3:12])=[O:23])[C:7]([OH:9])=[O:8]. The yield is 0.920.